Dataset: Reaction yield outcomes from USPTO patents with 853,638 reactions. Task: Predict the reaction yield, written as a fraction of the theoretical maximum amount of product (1.0 means a 100% yield; for example, 0.34 means a 34% yield). (1) The yield is 0.170. The catalyst is C(Cl)(Cl)Cl. The reactants are [NH2:1][C@H:2]([C:5]1[S:6][C:7]([C:10]2[CH:15]=[CH:14][CH:13]=[C:12]([NH:16][C:17]3[CH:22]=[C:21]([CH3:23])[CH:20]=[CH:19][N:18]=3)[N:11]=2)=[CH:8][N:9]=1)[CH2:3][OH:4].C(N(CC)CC)C.Cl[C:32](Cl)([O:34]C(=O)OC(Cl)(Cl)Cl)Cl.O. The product is [CH3:23][C:21]1[CH:20]=[CH:19][N:18]=[C:17]([NH:16][C:12]2[N:11]=[C:10]([C:7]3[S:6][C:5]([C@@H:2]4[CH2:3][O:4][C:32](=[O:34])[NH:1]4)=[N:9][CH:8]=3)[CH:15]=[CH:14][CH:13]=2)[CH:22]=1. (2) The product is [CH3:1][NH:2][C:3]([C:5]1[C:6](=[O:19])[C:7]2[CH:12]=[N:11][C:10]([C:34]3[CH:33]=[CH:32][C:31]([NH:30][C:28]([NH:27][CH2:26][C:22]4[CH:21]=[N:20][CH:25]=[CH:24][CH:23]=4)=[O:29])=[CH:36][CH:35]=3)=[N:9][C:8]=2[N:14]([CH2:17][CH3:18])[C:15]=1[NH2:16])=[O:4]. The catalyst is C1COCC1.C(OCC)C.C1C=CC([P]([Pd]([P](C2C=CC=CC=2)(C2C=CC=CC=2)C2C=CC=CC=2)([P](C2C=CC=CC=2)(C2C=CC=CC=2)C2C=CC=CC=2)[P](C2C=CC=CC=2)(C2C=CC=CC=2)C2C=CC=CC=2)(C2C=CC=CC=2)C2C=CC=CC=2)=CC=1. The reactants are [CH3:1][NH:2][C:3]([C:5]1[C:6](=[O:19])[C:7]2[CH:12]=[N:11][C:10](Cl)=[N:9][C:8]=2[N:14]([CH2:17][CH3:18])[C:15]=1[NH2:16])=[O:4].[N:20]1[CH:25]=[CH:24][CH:23]=[C:22]([CH2:26][NH:27][C:28]([NH:30][C:31]2[CH:36]=[CH:35][C:34](B3OC(C)(C)C(C)(C)O3)=[CH:33][CH:32]=2)=[O:29])[CH:21]=1.C([O-])([O-])=O.[Na+].[Na+]. The yield is 0.920.